Dataset: Ames mutagenicity test results for genotoxicity prediction. Task: Regression/Classification. Given a drug SMILES string, predict its toxicity properties. Task type varies by dataset: regression for continuous values (e.g., LD50, hERG inhibition percentage) or binary classification for toxic/non-toxic outcomes (e.g., AMES mutagenicity, cardiotoxicity, hepatotoxicity). Dataset: ames. (1) The compound is CC[C@@H](C)N. The result is 0 (non-mutagenic). (2) The molecule is Cc1c(N=[N+]([O-])c2cccc([N+](=O)[O-])c2C)cccc1[N+](=O)[O-]. The result is 0 (non-mutagenic). (3) The drug is COc1cccc2c(NCCCNCCCl)c3ccccc3nc12. The result is 1 (mutagenic).